From a dataset of Catalyst prediction with 721,799 reactions and 888 catalyst types from USPTO. Predict which catalyst facilitates the given reaction. (1) Reactant: [Cl:1][C:2]1[CH:3]=[C:4]2[C:12](=[O:13])[C:11]3[CH:14]=[C:15](Br)[CH:16]=[CH:17][C:10]=3[CH:9]=[CH:8][C:5]2=[N:6][CH:7]=1.[I-:19].[Na+]. Product: [Cl:1][C:2]1[CH:3]=[C:4]2[C:12](=[O:13])[C:11]3[CH:14]=[C:15]([I:19])[CH:16]=[CH:17][C:10]=3[CH:9]=[CH:8][C:5]2=[N:6][CH:7]=1. The catalyst class is: 205. (2) Reactant: [C:1](Cl)(=[O:8])[C:2]1[CH:7]=[CH:6][CH:5]=[CH:4][CH:3]=1.[NH2:10][CH2:11][C:12]1[O:16][C:15]([C:17]2[CH:22]=[CH:21][C:20]([C:23]3[C:28]([CH3:29])=[CH:27][CH:26]=[C:25]([C:30]([NH:32][CH:33]4[CH2:35][CH2:34]4)=[O:31])[CH:24]=3)=[CH:19][CH:18]=2)=[N:14][N:13]=1.C(N(CC)CC)C. Product: [C:1]([NH:10][CH2:11][C:12]1[O:16][C:15]([C:17]2[CH:18]=[CH:19][C:20]([C:23]3[C:28]([CH3:29])=[CH:27][CH:26]=[C:25]([C:30]([NH:32][CH:33]4[CH2:35][CH2:34]4)=[O:31])[CH:24]=3)=[CH:21][CH:22]=2)=[N:14][N:13]=1)(=[O:8])[C:2]1[CH:7]=[CH:6][CH:5]=[CH:4][CH:3]=1. The catalyst class is: 1. (3) Reactant: Br[C:2]1[CH:7]=[C:6]([CH3:8])[CH:5]=[CH:4][C:3]=1[C:9]([O:14]COC)([CH2:12][F:13])[CH2:10][F:11].[Li]CCCC.[B:23](OC(C)C)(OC(C)C)[O:24]C(C)C. Product: [F:11][CH2:10][C:9]1([CH2:12][F:13])[O:14][B:23]([OH:24])[C:2]2[CH:7]=[C:6]([CH3:8])[CH:5]=[CH:4][C:3]1=2. The catalyst class is: 1. (4) Reactant: [CH3:1][C:2]1[N:3]=[C:4]2[C:9]([O:10][CH2:11][C:12]3[C:17]([F:18])=[CH:16][CH:15]=[C:14]([F:19])[C:13]=3[F:20])=[CH:8][C:7]([CH3:21])=[CH:6][N:5]2[C:22]=1[C:23](O)=[O:24].CN(C(ON1N=NC2C=CC=NC1=2)=[N+](C)C)C.F[P-](F)(F)(F)(F)F.C(N(CC)C(C)C)(C)C.[CH3:59][C:60]([NH2:64])([CH3:63])[CH2:61][NH2:62]. Product: [NH2:64][C:60]([CH3:63])([CH3:59])[CH2:61][NH:62][C:23]([C:22]1[N:5]2[CH:6]=[C:7]([CH3:21])[CH:8]=[C:9]([O:10][CH2:11][C:12]3[C:17]([F:18])=[CH:16][CH:15]=[C:14]([F:19])[C:13]=3[F:20])[C:4]2=[N:3][C:2]=1[CH3:1])=[O:24]. The catalyst class is: 174. (5) Reactant: [CH3:1][C:2]1[CH:3]=[CH:4][C:5]2[O:9][CH2:8][CH2:7][C:6]=2[CH:10]=1.[N:11]([O-:13])=[O:12].[Na+]. Product: [CH3:1][C:2]1[CH:3]=[C:4]([N+:11]([O-:13])=[O:12])[C:5]2[O:9][CH2:8][CH2:7][C:6]=2[CH:10]=1. The catalyst class is: 67. (6) Reactant: [O:1]=[C:2]1[N:6]2[C:7]3[CH:8]=[CH:9][C:10]([N:14]4[CH2:22][C:21]5[C:16](=[N:17][CH:18]=[CH:19][CH:20]=5)[CH2:15]4)=[CH:11][C:12]=3[CH2:13][C@H:5]2[C@H:4]([CH2:23][NH:24][C:25](=[O:27])[CH3:26])[O:3]1.C(C1C(=O)C(Cl)=C(Cl)C(=O)C=1C#N)#N.C1(C)C=CC=CC=1.CCOC(C)=O. Product: [O:1]=[C:2]1[N:6]2[C:7]3[CH:8]=[CH:9][C:10]([N:14]4[CH:22]=[C:21]5[C:16]([N:17]=[CH:18][CH:19]=[CH:20]5)=[CH:15]4)=[CH:11][C:12]=3[CH2:13][C@H:5]2[C@H:4]([CH2:23][NH:24][C:25](=[O:27])[CH3:26])[O:3]1. The catalyst class is: 390.